This data is from Forward reaction prediction with 1.9M reactions from USPTO patents (1976-2016). The task is: Predict the product of the given reaction. (1) Given the reactants [NH2:1][C:2]1[S:3][CH:4]=[C:5]([CH3:7])[N:6]=1.[Cl:8][C:9]1[CH:17]=[CH:16][C:15]([N+:18]([O-:20])=[O:19])=[CH:14][C:10]=1[C:11](O)=[O:12].C(N1C=CN=C1)(N1C=CN=C1)=O, predict the reaction product. The product is: [CH3:7][C:5]1[N:6]=[C:2]([NH:1][C:11]([C:10]2[CH:14]=[C:15]([N+:18]([O-:20])=[O:19])[CH:16]=[CH:17][C:9]=2[Cl:8])=[O:12])[S:3][CH:4]=1. (2) Given the reactants [C:1]([O:5][C:6]([NH:8][C:9]1[CH:10]=[CH:11][C:12]([Cl:15])=[N:13][CH:14]=1)=[O:7])([CH3:4])([CH3:3])[CH3:2].[Li]C(C)(C)C.[CH:21]1([C:24]#[C:25][C:26](=[O:31])[C:27]([F:30])([F:29])[F:28])[CH2:23][CH2:22]1.C(O)(=O)CC(CC(O)=O)(C(O)=O)O, predict the reaction product. The product is: [C:1]([O:5][C:6]([NH:8][C:9]1[C:10]([C:26]([OH:31])([C:25]#[C:24][CH:21]2[CH2:22][CH2:23]2)[C:27]([F:28])([F:29])[F:30])=[CH:11][C:12]([Cl:15])=[N:13][CH:14]=1)=[O:7])([CH3:4])([CH3:2])[CH3:3]. (3) Given the reactants CC(OC(/N=N/C(OC(C)C)=O)=O)C.[OH:15][C:16]1[CH:17]=[C:18]([CH:23]=[CH:24][CH:25]=1)[C:19]([O:21][CH3:22])=[O:20].[CH2:26](O)[CH2:27][O:28][CH2:29][CH2:30]O.C1(P(C2C=CC=CC=2)C2C=CC=CC=2)C=CC=CC=1, predict the reaction product. The product is: [CH3:26][CH2:27][O:28][CH2:29][CH2:30][O:15][C:16]1[CH:17]=[C:18]([CH:23]=[CH:24][CH:25]=1)[C:19]([O:21][CH3:22])=[O:20]. (4) Given the reactants [Br:1][C:2]1[S:3][C:4]([C:8]([OH:10])=O)=[C:5]([CH3:7])[N:6]=1.Cl.C(N=C=N)C.C(N(CC)C(C)C)(C)C.ON1C2C=CC=CC=2N=N1.[CH2:36]([NH2:43])[C:37]1[CH:42]=[CH:41][CH:40]=[CH:39][CH:38]=1, predict the reaction product. The product is: [CH2:36]([NH:43][C:8]([C:4]1[S:3][C:2]([Br:1])=[N:6][C:5]=1[CH3:7])=[O:10])[C:37]1[CH:42]=[CH:41][CH:40]=[CH:39][CH:38]=1. (5) Given the reactants [NH2:1][CH2:2][C:3]1[CH:4]=[C:5]([C:9]2[N:17]3[C:12]([C:13]([NH2:18])=[N:14][CH:15]=[N:16]3)=[C:11]([C:19]3[CH:20]=[CH:21][C:22]4[C:26]([CH:27]=3)=[N:25][N:24]([CH2:28][C:29]3[CH:34]=[CH:33][CH:32]=[CH:31][CH:30]=3)[CH:23]=4)[CH:10]=2)[CH:6]=[CH:7][CH:8]=1.[CH3:35][S:36](Cl)(=[O:38])=[O:37], predict the reaction product. The product is: [NH2:18][C:13]1[C:12]2=[C:11]([C:19]3[CH:20]=[CH:21][C:22]4[C:26]([CH:27]=3)=[N:25][N:24]([CH2:28][C:29]3[CH:34]=[CH:33][CH:32]=[CH:31][CH:30]=3)[CH:23]=4)[CH:10]=[C:9]([C:5]3[CH:4]=[C:3]([CH:8]=[CH:7][CH:6]=3)[CH2:2][NH:1][S:36]([CH3:35])(=[O:38])=[O:37])[N:17]2[N:16]=[CH:15][N:14]=1.